From a dataset of TCR-epitope binding with 47,182 pairs between 192 epitopes and 23,139 TCRs. Binary Classification. Given a T-cell receptor sequence (or CDR3 region) and an epitope sequence, predict whether binding occurs between them. (1) The epitope is GILGFVFTL. The TCR CDR3 sequence is CASSPTRPVEQYF. Result: 1 (the TCR binds to the epitope). (2) The epitope is HTTDPSFLGRY. The TCR CDR3 sequence is CASSYDKQAYEQYF. Result: 1 (the TCR binds to the epitope). (3) The epitope is KLPDDFTGCV. The TCR CDR3 sequence is CASSFGTGGGLGVPEAFF. Result: 1 (the TCR binds to the epitope).